From a dataset of Peptide-MHC class I binding affinity with 185,985 pairs from IEDB/IMGT. Regression. Given a peptide amino acid sequence and an MHC pseudo amino acid sequence, predict their binding affinity value. This is MHC class I binding data. (1) The peptide sequence is ARWLFPVYL. The MHC is HLA-A26:02 with pseudo-sequence HLA-A26:02. The binding affinity (normalized) is 0.0847. (2) The peptide sequence is TLYCVHQRI. The MHC is HLA-B45:01 with pseudo-sequence HLA-B45:01. The binding affinity (normalized) is 0.237. (3) The peptide sequence is RMLPKLAEF. The MHC is HLA-A68:01 with pseudo-sequence HLA-A68:01. The binding affinity (normalized) is 0.